Dataset: Merck oncology drug combination screen with 23,052 pairs across 39 cell lines. Task: Regression. Given two drug SMILES strings and cell line genomic features, predict the synergy score measuring deviation from expected non-interaction effect. (1) Drug 1: NC1(c2ccc(-c3nc4ccn5c(=O)[nH]nc5c4cc3-c3ccccc3)cc2)CCC1. Drug 2: C#Cc1cccc(Nc2ncnc3cc(OCCOC)c(OCCOC)cc23)c1. Cell line: NCIH520. Synergy scores: synergy=15.5. (2) Drug 1: NC1(c2ccc(-c3nc4ccn5c(=O)[nH]nc5c4cc3-c3ccccc3)cc2)CCC1. Drug 2: CCc1cnn2c(NCc3ccc[n+]([O-])c3)cc(N3CCCCC3CCO)nc12. Cell line: HCT116. Synergy scores: synergy=4.01. (3) Drug 1: N.N.O=C(O)C1(C(=O)O)CCC1.[Pt]. Drug 2: NC1(c2ccc(-c3nc4ccn5c(=O)[nH]nc5c4cc3-c3ccccc3)cc2)CCC1. Cell line: HCT116. Synergy scores: synergy=34.1. (4) Drug 1: O=c1[nH]cc(F)c(=O)[nH]1. Drug 2: C=CCn1c(=O)c2cnc(Nc3ccc(N4CCN(C)CC4)cc3)nc2n1-c1cccc(C(C)(C)O)n1. Cell line: KPL1. Synergy scores: synergy=-2.06. (5) Drug 1: O=C(O)C1(Cc2cccc(Nc3nccs3)n2)CCC(Oc2cccc(Cl)c2F)CC1. Drug 2: NC(=O)c1cccc2cn(-c3ccc(C4CCCNC4)cc3)nc12. Cell line: HT29. Synergy scores: synergy=20.0.